Dataset: Full USPTO retrosynthesis dataset with 1.9M reactions from patents (1976-2016). Task: Predict the reactants needed to synthesize the given product. (1) Given the product [CH3:1][O:2][C:3]1[CH:8]=[CH:7][C:6]([C:19]2[CH:20]=[C:21]([CH3:28])[C:22]3[O:26][CH:25]=[CH:24][C:23]=3[CH:27]=2)=[CH:5][CH:4]=1, predict the reactants needed to synthesize it. The reactants are: [CH3:1][O:2][C:3]1[CH:8]=[CH:7][C:6](B(O)O)=[CH:5][CH:4]=1.C([O-])([O-])=O.[Na+].[Na+].I[C:19]1[CH:20]=[C:21]([CH3:28])[C:22]2[O:26][CH:25]=[CH:24][C:23]=2[CH:27]=1.COCCOC. (2) Given the product [C:8]([C:10]1[CH:18]=[CH:17][C:13]([C:14]([N:51]2[CH2:50][CH2:49][N:48]([C:52]([O:54][C:55]([CH3:56])([CH3:57])[CH3:58])=[O:53])[CH2:47][CH:46]2[CH2:45][OH:44])=[O:16])=[C:12]([F:19])[CH:11]=1)#[N:9], predict the reactants needed to synthesize it. The reactants are: C(N(CC)CC)C.[C:8]([C:10]1[CH:18]=[CH:17][C:13]([C:14]([OH:16])=O)=[C:12]([F:19])[CH:11]=1)#[N:9].F[P-](F)(F)(F)(F)F.C[N+](C)=C(N(C)C)ON1C2N=CC=CC=2N=N1.[OH:44][CH2:45][CH:46]1[NH:51][CH2:50][CH2:49][N:48]([C:52]([O:54][C:55]([CH3:58])([CH3:57])[CH3:56])=[O:53])[CH2:47]1. (3) The reactants are: [NH2:1][C:2]1[N:6]([C:7]2[C:12]([O:13][CH3:14])=[CH:11][C:10]([C:15]([F:18])([F:17])[F:16])=[CH:9][C:8]=2[Cl:19])[N:5]=[C:4]([C:20]#[N:21])[C:3]=1[S:22][C:23]([F:26])([F:25])[F:24].C(OO)(=[O:29])C.CCCCCCC.C(OCC)(=O)C.O. Given the product [NH2:1][C:2]1[N:6]([C:7]2[C:12]([O:13][CH3:14])=[CH:11][C:10]([C:15]([F:16])([F:17])[F:18])=[CH:9][C:8]=2[Cl:19])[N:5]=[C:4]([C:20]#[N:21])[C:3]=1[S:22]([C:23]([F:26])([F:25])[F:24])=[O:29], predict the reactants needed to synthesize it. (4) Given the product [NH2:19][C@@H:11]([CH2:12][C:13]1[CH:14]=[CH:15][CH:16]=[CH:17][CH:18]=1)[CH2:10][C@H:9]([OH:27])[C@@H:8]([NH:28][C:29](=[O:45])[O:30][CH2:31][CH:32]1[C:33]2[CH:34]=[CH:35][CH:36]=[CH:37][C:38]=2[C:39]2[C:44]1=[CH:43][CH:42]=[CH:41][CH:40]=2)[CH2:1][C:2]1[CH:3]=[CH:4][CH:5]=[CH:6][CH:7]=1, predict the reactants needed to synthesize it. The reactants are: [CH2:1]([C@H:8]([NH:28][C:29](=[O:45])[O:30][CH2:31][CH:32]1[C:44]2[CH:43]=[CH:42][CH:41]=[CH:40][C:39]=2[C:38]2[C:33]1=[CH:34][CH:35]=[CH:36][CH:37]=2)[C@@H:9]([OH:27])[CH2:10][C@@H:11]([NH:19]C(OC(C)(C)C)=O)[CH2:12][C:13]1[CH:18]=[CH:17][CH:16]=[CH:15][CH:14]=1)[C:2]1[CH:7]=[CH:6][CH:5]=[CH:4][CH:3]=1.Cl. (5) Given the product [CH:34]1([N:16]2[CH2:15][CH2:14][CH:13]([NH:12][C:11]3[C:6]4[CH:5]=[N:4][N:3]([CH2:1][CH3:2])[C:7]=4[N:8]=[CH:9][C:10]=3[C:19]3[CH2:23][C:22]4([CH2:27][CH2:26][CH2:25][CH2:24]4)[O:21][N:20]=3)[CH2:18][CH2:17]2)[CH2:38][CH2:37][CH2:36][CH2:35]1, predict the reactants needed to synthesize it. The reactants are: [CH2:1]([N:3]1[C:7]2[N:8]=[CH:9][C:10]([C:19]3[CH2:23][C:22]4([CH2:27][CH2:26][CH2:25][CH2:24]4)[O:21][N:20]=3)=[C:11]([NH:12][CH:13]3[CH2:18][CH2:17][NH:16][CH2:15][CH2:14]3)[C:6]=2[CH:5]=[N:4]1)[CH3:2].C(=O)([O-])[O-].[K+].[K+].[CH:34]1(Br)[CH2:38][CH2:37][CH2:36][CH2:35]1. (6) Given the product [CH2:1]([O:5][CH:6]([O:8][NH:9][C:10]([C:12]1[S:16][C:15]2[CH:17]=[C:18]([CH:21]=[O:22])[CH:19]=[CH:20][C:14]=2[CH:13]=1)=[O:11])[CH3:7])[CH:2]([CH3:4])[CH3:3], predict the reactants needed to synthesize it. The reactants are: [CH2:1]([O:5][CH:6]([O:8][NH:9][C:10]([C:12]1[S:16][C:15]2[CH:17]=[C:18]([CH2:21][OH:22])[CH:19]=[CH:20][C:14]=2[CH:13]=1)=[O:11])[CH3:7])[CH:2]([CH3:4])[CH3:3]. (7) Given the product [CH2:1]([O:3][C:4]([C:5]1[C:10]([C:12]2[O:13][CH:14]=[CH:15][CH:16]=2)=[N:24][C:23]([NH2:25])=[N:22][CH:6]=1)=[O:17])[CH3:2], predict the reactants needed to synthesize it. The reactants are: [CH2:1]([O:3][C:4](=[O:17])[C:5]([C:10]([C:12]1[O:13][CH:14]=[CH:15][CH:16]=1)=O)=[CH:6]N(C)C)[CH3:2].[N+]([O-])(O)=O.[NH2:22][C:23]([NH2:25])=[NH:24].C([O-])(=O)C.[Na+]. (8) Given the product [CH3:12][O:11][CH2:10][CH2:9][O:8][C:6]1[CH:5]=[CH:4][C:3](/[CH:13]=[CH:14]/[C:15]([O:17][CH2:18][CH3:19])=[O:16])=[C:2]([O:1][C:27]2[CH:28]=[C:29]([C:36]([F:39])([F:38])[F:37])[CH:30]=[CH:31][C:32]=2[N+:33]([O-:35])=[O:34])[CH:7]=1, predict the reactants needed to synthesize it. The reactants are: [OH:1][C:2]1[CH:7]=[C:6]([O:8][CH2:9][CH2:10][O:11][CH3:12])[CH:5]=[CH:4][C:3]=1/[CH:13]=[CH:14]/[C:15]([O:17][CH2:18][CH3:19])=[O:16].C(=O)([O-])[O-].[K+].[K+].Cl[C:27]1[CH:28]=[C:29]([C:36]([F:39])([F:38])[F:37])[CH:30]=[CH:31][C:32]=1[N+:33]([O-:35])=[O:34].Cl. (9) Given the product [Cl:29][C:26]1[CH:27]=[CH:28][C:23]([O:22][CH2:21][C:10]2([CH3:20])[CH:11]([C:13]3[CH:14]=[CH:15][C:16]([Cl:19])=[CH:17][CH:18]=3)[CH2:12][NH:8][CH2:9]2)=[N:24][CH:25]=1, predict the reactants needed to synthesize it. The reactants are: C([N:8]1[CH2:12][CH:11]([C:13]2[CH:18]=[CH:17][C:16]([Cl:19])=[CH:15][CH:14]=2)[C:10]([CH2:21][O:22][C:23]2[CH:28]=[CH:27][C:26]([Cl:29])=[CH:25][N:24]=2)([CH3:20])[CH2:9]1)C1C=CC=CC=1.ClC(OC(Cl)C)=O.CCN(C(C)C)C(C)C.